Predict the reaction yield, written as a fraction of the theoretical maximum amount of product (1.0 means a 100% yield; for example, 0.34 means a 34% yield). From a dataset of Reaction yield outcomes from USPTO patents with 853,638 reactions. (1) The reactants are [CH3:1][C@@H:2]1[N:7]([C:8]2[C:9]3[C@H:16]([CH3:17])[CH2:15][CH2:14][C:10]=3[N:11]=[CH:12][N:13]=2)[CH2:6][CH2:5][N:4](C(OC(C)(C)C)=O)[CH2:3]1.[ClH:25]. The catalyst is C(Cl)Cl. The product is [ClH:25].[ClH:25].[CH3:17][C@H:16]1[C:9]2[C:8]([N:7]3[CH2:6][CH2:5][NH:4][CH2:3][C@@H:2]3[CH3:1])=[N:13][CH:12]=[N:11][C:10]=2[CH2:14][CH2:15]1. The yield is 0.990. (2) The reactants are [Cl:1][C:2]1[CH:3]=[C:4]([CH:8]2[C:17]3[C:12](=[CH:13][CH:14]=[CH:15][CH:16]=3)[NH:11][C:10](=[O:18])[CH2:9]2)[CH:5]=[CH:6][CH:7]=1.[N+:19]([C:22]1[CH:30]=[CH:29][C:25]([C:26](O)=[O:27])=[CH:24][CH:23]=1)([O-:21])=[O:20].[NH4+].[OH-]. No catalyst specified. The product is [Cl:1][C:2]1[CH:3]=[C:4]([CH:8]2[C:17]3[C:12](=[CH:13][CH:14]=[C:15]([C:26](=[O:27])[C:25]4[CH:24]=[CH:23][C:22]([N+:19]([O-:21])=[O:20])=[CH:30][CH:29]=4)[CH:16]=3)[NH:11][C:10](=[O:18])[CH2:9]2)[CH:5]=[CH:6][CH:7]=1. The yield is 0.270.